Dataset: Forward reaction prediction with 1.9M reactions from USPTO patents (1976-2016). Task: Predict the product of the given reaction. (1) Given the reactants [OH-].[NH4+:2].C[O:4][C:5](=O)[C:6]([C:8]1[C:18]2=[C:19]3[C:14](=[CH:15][CH:16]=[CH:17]2)[CH2:13][CH2:12][CH2:11][N:10]3[CH:9]=1)=[O:7], predict the reaction product. The product is: [C:8]1([C:6](=[O:7])[C:5]([NH2:2])=[O:4])[C:18]2=[C:19]3[C:14](=[CH:15][CH:16]=[CH:17]2)[CH2:13][CH2:12][CH2:11][N:10]3[CH:9]=1. (2) Given the reactants Cl.Cl.Cl.[O:4]1[C:12]2[CH:11]=[CH:10][N:9]=[C:8]([N:13]3[CH2:18][CH2:17][N:16]([CH2:19][CH2:20][C@H:21]4[CH2:26][CH2:25][C@H:24]([NH2:27])[CH2:23][CH2:22]4)[CH2:15][CH2:14]3)[C:7]=2[CH2:6][CH2:5]1.[N:28]1[C:37]2[C:32](=[CH:33][C:34]([C:38](O)=[O:39])=[CH:35][CH:36]=2)[CH:31]=[CH:30][CH:29]=1, predict the reaction product. The product is: [O:4]1[C:12]2[CH:11]=[CH:10][N:9]=[C:8]([N:13]3[CH2:18][CH2:17][N:16]([CH2:19][CH2:20][C@H:21]4[CH2:26][CH2:25][C@H:24]([NH:27][C:38]([C:34]5[CH:33]=[C:32]6[C:37](=[CH:36][CH:35]=5)[N:28]=[CH:29][CH:30]=[CH:31]6)=[O:39])[CH2:23][CH2:22]4)[CH2:15][CH2:14]3)[C:7]=2[CH2:6][CH2:5]1. (3) Given the reactants [C:1]([O:5][C:6]([N:8]([CH2:21][CH:22]1[CH2:27][CH2:26][N:25]([C:28]2[S:29][CH:30]=[C:31]([C:33]([O:35]C)=[O:34])[N:32]=2)[CH2:24][CH:23]1[C:37]1[CH:42]=[CH:41][CH:40]=[CH:39][CH:38]=1)[C@@H:9]([C:11]1[C:20]2[C:15](=[CH:16][CH:17]=[CH:18][CH:19]=2)[CH:14]=[CH:13][CH:12]=1)[CH3:10])=[O:7])([CH3:4])([CH3:3])[CH3:2].C1COCC1.[OH-].[Na+].Cl, predict the reaction product. The product is: [C:1]([O:5][C:6]([N:8]([CH2:21][CH:22]1[CH2:27][CH2:26][N:25]([C:28]2[S:29][CH:30]=[C:31]([C:33]([OH:35])=[O:34])[N:32]=2)[CH2:24][CH:23]1[C:37]1[CH:38]=[CH:39][CH:40]=[CH:41][CH:42]=1)[C@@H:9]([C:11]1[C:20]2[C:15](=[CH:16][CH:17]=[CH:18][CH:19]=2)[CH:14]=[CH:13][CH:12]=1)[CH3:10])=[O:7])([CH3:2])([CH3:3])[CH3:4]. (4) Given the reactants Br[C:2]1[CH:3]=[CH:4][C:5]([N+:8]([O-:10])=[O:9])=[N:6][CH:7]=1.Cl.[N:12]1(O)[CH2:16]C[CH2:14][CH2:13]1.[C:18]([O-:21])([O-])=O.[K+].[K+].[CH3:24]N(C=O)C, predict the reaction product. The product is: [CH3:24][C:18]1([OH:21])[CH2:14][CH2:13][N:12]([C:2]2[CH:7]=[N:6][C:5]([N+:8]([O-:10])=[O:9])=[CH:4][CH:3]=2)[CH2:16]1. (5) Given the reactants [F:1][C:2]([F:7])([F:6])[CH:3]=[N:4][OH:5].[I:8][C:9]1[CH:30]=[CH:29][CH:28]=[C:11]([C:12]([NH:14][C:15]2[CH:20]=[CH:19][C:18]([C:21]([C:23]([F:26])([F:25])[F:24])=[CH2:22])=[CH:17][C:16]=2[CH3:27])=[O:13])[C:10]=1[C:31]([NH:33][CH:34]([CH3:36])[CH3:35])=[O:32].C(=O)([O-])O.[K+], predict the reaction product. The product is: [I:8][C:9]1[CH:30]=[CH:29][CH:28]=[C:11]([C:12]([NH:14][C:15]2[CH:20]=[CH:19][C:18]([C:21]3([C:23]([F:26])([F:25])[F:24])[O:5][N:4]=[C:3]([C:2]([F:7])([F:6])[F:1])[CH2:22]3)=[CH:17][C:16]=2[CH3:27])=[O:13])[C:10]=1[C:31]([NH:33][CH:34]([CH3:36])[CH3:35])=[O:32]. (6) Given the reactants [Br:1][C:2]1[CH:10]=[C:9]2[C:5]([C:6]([CH3:17])=[C:7]([C:11]3[CH:16]=[CH:15][CH:14]=[CH:13][CH:12]=3)[NH:8]2)=[CH:4][CH:3]=1.[CH2:18](Br)[C:19]1[CH:24]=[CH:23][CH:22]=[CH:21][CH:20]=1, predict the reaction product. The product is: [CH2:18]([N:8]1[C:9]2[C:5](=[CH:4][CH:3]=[C:2]([Br:1])[CH:10]=2)[C:6]([CH3:17])=[C:7]1[C:11]1[CH:16]=[CH:15][CH:14]=[CH:13][CH:12]=1)[C:19]1[CH:24]=[CH:23][CH:22]=[CH:21][CH:20]=1.